From a dataset of Full USPTO retrosynthesis dataset with 1.9M reactions from patents (1976-2016). Predict the reactants needed to synthesize the given product. (1) Given the product [CH2:25]([N:13]1[C:14]2[C:19](=[CH:18][CH:17]=[CH:16][C:15]=2[F:20])[C:11]([C:4]2[CH:5]=[CH:6][C:7]([O:9][CH3:10])=[CH:8][C:3]=2[O:2][CH3:1])=[N:12]1)[CH:24]=[CH2:23], predict the reactants needed to synthesize it. The reactants are: [CH3:1][O:2][C:3]1[CH:8]=[C:7]([O:9][CH3:10])[CH:6]=[CH:5][C:4]=1[C:11]1[C:19]2[C:14](=[C:15]([F:20])[CH:16]=[CH:17][CH:18]=2)[NH:13][N:12]=1.[H-].[Na+].[CH2:23](Br)[CH:24]=[CH2:25]. (2) Given the product [CH3:1][C:2]1([CH3:12])[CH:6]([N:15]2[CH:19]=[CH:18][N:17]=[CH:16]2)[C:5]2[CH:8]=[CH:9][CH:10]=[CH:11][C:4]=2[O:3]1, predict the reactants needed to synthesize it. The reactants are: [CH3:1][C:2]1([CH3:12])[CH:6](O)[C:5]2[CH:8]=[CH:9][CH:10]=[CH:11][C:4]=2[O:3]1.C([N:15]1[CH:19]=[CH:18][N:17]=[CH:16]1)([N:15]1[CH:19]=[CH:18][N:17]=[CH:16]1)=O. (3) Given the product [CH2:33]([O:32][C:30](=[O:31])[CH2:29][NH:27][C:10]1[C:9]([O:8][CH2:1][C:2]2[CH:3]=[CH:4][CH:5]=[CH:6][CH:7]=2)=[CH:18][C:17]2[C:12](=[CH:13][CH:14]=[C:15]([O:19][CH2:20][C:21]3[CH:26]=[CH:25][CH:24]=[CH:23][CH:22]=3)[CH:16]=2)[CH:11]=1)[CH3:34], predict the reactants needed to synthesize it. The reactants are: [CH2:1]([O:8][C:9]1[C:10]([NH2:27])=[CH:11][C:12]2[C:17]([CH:18]=1)=[CH:16][C:15]([O:19][CH2:20][C:21]1[CH:26]=[CH:25][CH:24]=[CH:23][CH:22]=1)=[CH:14][CH:13]=2)[C:2]1[CH:7]=[CH:6][CH:5]=[CH:4][CH:3]=1.Br[CH2:29][C:30]([O:32][CH2:33][CH3:34])=[O:31].C(=O)([O-])[O-].[K+].[K+].Cl. (4) Given the product [O:1]1[C:5]2[CH:6]=[CH:7][C:8]([C@@H:10]3[C:22]4[NH:21][C:20]5[C:15](=[CH:16][CH:17]=[CH:18][CH:19]=5)[C:14]=4[CH2:13][CH2:12][N:11]3[C:23](=[O:41])/[CH:24]=[CH:25]/[C:26]3[CH:27]=[CH:28][C:29]([O:32][CH2:33][CH2:46][CH2:51][N:52]([CH3:64])[CH3:53])=[CH:30][CH:31]=3)=[CH:9][C:4]=2[CH2:3][CH2:2]1, predict the reactants needed to synthesize it. The reactants are: [O:1]1[C:5]2[CH:6]=[CH:7][C:8]([C@@H:10]3[C:22]4[NH:21][C:20]5[C:15](=[CH:16][CH:17]=[CH:18][CH:19]=5)[C:14]=4[CH2:13][CH2:12][N:11]3[C:23](=[O:41])/[CH:24]=[CH:25]/[C:26]3[CH:31]=[CH:30][C:29]([O:32][CH2:33]CN4CCCCC4)=[CH:28][CH:27]=3)=[CH:9][C:4]=2[CH2:3][CH2:2]1.C1OC2C=C[C:46]([CH:51]3C4NC5C(=CC=CC=5)C=4C[CH2:53][N:52]3[C:64](=O)/C=C/C3C=CC(O[CH2:46][CH2:51][N:52]4[CH2:64]CCC[CH2:53]4)=CC=3)=CC=2O1.